From a dataset of Forward reaction prediction with 1.9M reactions from USPTO patents (1976-2016). Predict the product of the given reaction. (1) The product is: [CH2:1]([C@H:8]1[CH2:12][O:11][C:10](=[O:13])[N:9]1[C:14]([C@@H:16]1[CH2:20][C:19](=[O:33])[CH2:18][C@H:17]1[C:22]1[CH:23]=[CH:24][C:25]([Cl:28])=[CH:26][CH:27]=1)=[O:15])[C:2]1[CH:7]=[CH:6][CH:5]=[CH:4][CH:3]=1. Given the reactants [CH2:1]([C@H:8]1[CH2:12][O:11][C:10](=[O:13])[N:9]1[C:14]([C@@H:16]1[CH2:20][C:19](=C)[CH2:18][C@H:17]1[C:22]1[CH:27]=[CH:26][C:25]([Cl:28])=[CH:24][CH:23]=1)=[O:15])[C:2]1[CH:7]=[CH:6][CH:5]=[CH:4][CH:3]=1.C[N+]1([O-])CC[O:33]CC1.I([O-])(=O)(=O)=O.[Na+].O1CCCC1, predict the reaction product. (2) Given the reactants Br[CH2:2][CH2:3][CH2:4][CH2:5][CH2:6][C:7]#[N:8].[CH2:9]([OH:13])[CH2:10][CH:11]=[CH2:12].[OH-].[K+], predict the reaction product. The product is: [CH2:9]([O:13][CH2:2][CH2:3][CH2:4][CH2:5][CH2:6][C:7]#[N:8])[CH2:10][CH:11]=[CH2:12]. (3) The product is: [F:19][C:20]([F:36])([F:37])[C:21]1[CH:22]=[C:23]([O:27][C:28]2[CH:29]=[C:30]([CH2:31][NH:32][C:11](=[O:13])[C:10]3[CH:14]=[CH:15][C:16]([CH3:18])=[N:17][C:9]=3[NH2:8])[CH:33]=[CH:34][CH:35]=2)[CH:24]=[CH:25][CH:26]=1. Given the reactants C(N(CC)CC)C.[NH2:8][C:9]1[N:17]=[C:16]([CH3:18])[CH:15]=[CH:14][C:10]=1[C:11]([OH:13])=O.[F:19][C:20]([F:37])([F:36])[C:21]1[CH:22]=[C:23]([O:27][C:28]2[CH:29]=[C:30]([CH:33]=[CH:34][CH:35]=2)[CH2:31][NH2:32])[CH:24]=[CH:25][CH:26]=1.CN([P+](ON1N=NC2C=CC=CC1=2)(N(C)C)N(C)C)C.F[P-](F)(F)(F)(F)F, predict the reaction product. (4) Given the reactants [CH2:1]([N:8]1[CH:17]=[C:16](Br)[C:15]2[C:10](=[CH:11][CH:12]=[CH:13][CH:14]=2)[C:9]1=[O:19])[C:2]1[CH:7]=[CH:6][CH:5]=[CH:4][CH:3]=1.[CH3:20][O:21][C:22]1[CH:27]=[C:26](C2OC(C)(C)C(C)(C)O2)[CH:25]=[CH:24][C:23]=1[OH:37].C([O-])([O-])=O.[Na+].[Na+], predict the reaction product. The product is: [CH2:1]([N:8]1[CH:17]=[C:16]([C:26]2[CH:25]=[CH:24][C:23]([OH:37])=[C:22]([O:21][CH3:20])[CH:27]=2)[C:15]2[C:10](=[CH:11][CH:12]=[CH:13][CH:14]=2)[C:9]1=[O:19])[C:2]1[CH:7]=[CH:6][CH:5]=[CH:4][CH:3]=1. (5) Given the reactants Cl[C:2]1[N:7]=[C:6]([NH:8][C:9]2[CH:18]=[CH:17][CH:16]=[CH:15][C:10]=2[C:11]([NH:13][CH3:14])=[O:12])[C:5]([C:19]([F:22])([F:21])[F:20])=[CH:4][N:3]=1.[NH2:23][C:24]1[CH:29]=[CH:28][C:27]([C:30]([P:33](=[O:40])([O:37][CH2:38][CH3:39])[O:34][CH2:35][CH3:36])([F:32])[F:31])=[CH:26][CH:25]=1, predict the reaction product. The product is: [F:32][C:30]([P:33](=[O:40])([O:37][CH2:38][CH3:39])[O:34][CH2:35][CH3:36])([F:31])[C:27]1[CH:28]=[CH:29][C:24]([NH:23][C:2]2[N:7]=[C:6]([NH:8][C:9]3[CH:18]=[CH:17][CH:16]=[CH:15][C:10]=3[C:11](=[O:12])[NH:13][CH3:14])[C:5]([C:19]([F:22])([F:21])[F:20])=[CH:4][N:3]=2)=[CH:25][CH:26]=1.